Predict the product of the given reaction. From a dataset of Forward reaction prediction with 1.9M reactions from USPTO patents (1976-2016). (1) Given the reactants [OH:1][C:2]([CH:4]([C:6]1[CH:19]=[CH:18][CH:17]=[C:8]([C:9]([C:11]2[CH:16]=[CH:15][CH:14]=[CH:13][CH:12]=2)=[O:10])[CH:7]=1)[CH3:5])=[O:3].C(N(CC)CC)C.CP(Cl)(C)=S.[C:32]([NH:39][CH:40]([CH2:43][OH:44])[CH2:41][OH:42])([O:34][C:35]([CH3:38])([CH3:37])[CH3:36])=[O:33].NC(O)CC.CC(NC1C=CC(CC(O)=O)=CC=1)=O.Cl.N, predict the reaction product. The product is: [C:32]([NH:39][CH:40]([CH2:41][OH:42])[CH2:43][OH:44])([O:34][C:35]([CH3:37])([CH3:38])[CH3:36])=[O:33].[OH:3][C:2]([CH:4]([C:6]1[CH:19]=[CH:18][CH:17]=[C:8]([C:9]([C:11]2[CH:12]=[CH:13][CH:14]=[CH:15][CH:16]=2)=[O:10])[CH:7]=1)[CH3:5])=[O:1]. (2) Given the reactants C[O:2][C:3](=[O:29])[C:4]1[CH:9]=[CH:8][C:7]([O:10][CH:11]2[CH2:15][CH2:14][CH:13]([NH:16][CH:17]([C:19]3[C:28]4[C:23](=[CH:24][CH:25]=[CH:26][CH:27]=4)[CH:22]=[CH:21][CH:20]=3)[CH3:18])[CH2:12]2)=[CH:6][CH:5]=1.COC(=O)C1C=CC(O[C@@H]2CC[C@@H](N[C@@H](C3C4C(=CC=CC=4)C=CC=3)C)C2)=CC=1, predict the reaction product. The product is: [C:19]1([C@H:17]([NH:16][C@@H:13]2[CH2:14][CH2:15][C@@H:11]([O:10][C:7]3[CH:6]=[CH:5][C:4]([C:3]([OH:29])=[O:2])=[CH:9][CH:8]=3)[CH2:12]2)[CH3:18])[C:28]2[C:23](=[CH:24][CH:25]=[CH:26][CH:27]=2)[CH:22]=[CH:21][CH:20]=1. (3) Given the reactants [CH:1]([C:3]1[CH:4]=[C:5]([C:8]([O:10][CH3:11])=[O:9])[NH:6][CH:7]=1)=[O:2].[H-].[Na+].[CH3:14]I, predict the reaction product. The product is: [CH:1]([C:3]1[CH:4]=[C:5]([C:8]([O:10][CH3:11])=[O:9])[N:6]([CH3:14])[CH:7]=1)=[O:2].